Task: Predict the reactants needed to synthesize the given product.. Dataset: Full USPTO retrosynthesis dataset with 1.9M reactions from patents (1976-2016) (1) Given the product [CH3:10][C:7]1([CH3:11])[C:6]2[CH:12]=[C:2]([B:24]([OH:27])[OH:25])[CH:3]=[C:4]([CH3:13])[C:5]=2[O:9][CH2:8]1, predict the reactants needed to synthesize it. The reactants are: Br[C:2]1[CH:3]=[C:4]([CH3:13])[C:5]2[O:9][CH2:8][C:7]([CH3:11])([CH3:10])[C:6]=2[CH:12]=1.C([Li])(C)(C)C.CCCCC.[B:24](OC)([O:27]C)[O:25]C. (2) Given the product [Br:28][C:26]1[N:27]=[C:22]([NH:1][C:2]2[CH:7]=[CH:6][C:5]([N:8]3[CH2:13][CH2:12][N:11]([C:14]([O:16][C:17]([CH3:20])([CH3:19])[CH3:18])=[O:15])[CH2:10][CH2:9]3)=[CH:4][CH:3]=2)[C:23](=[O:30])[N:24]([CH3:29])[CH:25]=1, predict the reactants needed to synthesize it. The reactants are: [NH2:1][C:2]1[CH:7]=[CH:6][C:5]([N:8]2[CH2:13][CH2:12][N:11]([C:14]([O:16][C:17]([CH3:20])([CH3:19])[CH3:18])=[O:15])[CH2:10][CH2:9]2)=[CH:4][CH:3]=1.Br[C:22]1[C:23](=[O:30])[N:24]([CH3:29])[CH:25]=[C:26]([Br:28])[N:27]=1. (3) Given the product [Br:23][C:15]1[CH:14]=[C:13]([CH2:12][CH2:11][CH2:10][CH2:9][O:8][Si:1]([C:4]([CH3:7])([CH3:5])[CH3:6])([CH3:2])[CH3:3])[N:21]2[C:16]=1[C:17]([NH2:22])=[N:18][CH:19]=[N:20]2, predict the reactants needed to synthesize it. The reactants are: [Si:1]([O:8][CH2:9][CH2:10][CH2:11][CH2:12][C:13]1[N:21]2[C:16]([C:17]([NH2:22])=[N:18][CH:19]=[N:20]2)=[CH:15][CH:14]=1)([C:4]([CH3:7])([CH3:6])[CH3:5])([CH3:3])[CH3:2].[Br:23]N1C(C)(C)C(=O)N(Br)C1=O. (4) Given the product [CH2:27]([NH:29][C:30]([NH:1][C:2]1[CH:3]=[CH:4][C:5]2[N:25]([CH:26]=1)[C:8]1[N:9]([C:18]3[CH:19]=[N:20][C:21]([Cl:24])=[CH:22][CH:23]=3)[C:10](=[O:17])[C:11]3[C:16]([C:7]=1[N:6]=2)=[CH:15][CH:14]=[CH:13][CH:12]=3)=[O:31])[CH3:28], predict the reactants needed to synthesize it. The reactants are: [NH2:1][C:2]1[CH:3]=[CH:4][C:5]2[N:25]([CH:26]=1)[C:8]1[N:9]([C:18]3[CH:19]=[N:20][C:21]([Cl:24])=[CH:22][CH:23]=3)[C:10](=[O:17])[C:11]3[C:16]([C:7]=1[N:6]=2)=[CH:15][CH:14]=[CH:13][CH:12]=3.[CH2:27]([N:29]=[C:30]=[O:31])[CH3:28]. (5) Given the product [NH2:26][C:23]1[N:22]=[CH:21][C:20]([C:17]2[CH:18]=[N:19][C:14]([NH:13][C:11]([NH:10][C:7]3[CH:6]=[C:5]([C:2]4([CH3:1])[CH2:3][CH2:4]4)[O:9][N:8]=3)=[O:12])=[CH:15][CH:16]=2)=[CH:25][CH:24]=1, predict the reactants needed to synthesize it. The reactants are: [CH3:1][C:2]1([C:5]2[O:9][N:8]=[C:7]([NH:10][C:11]([NH:13][C:14]3[N:19]=[CH:18][C:17]([C:20]4[CH:21]=[N:22][C:23]([NH:26]C(C5C=CC=CC=5)(C5C=CC=CC=5)C5C=CC=CC=5)=[CH:24][CH:25]=4)=[CH:16][CH:15]=3)=[O:12])[CH:6]=2)[CH2:4][CH2:3]1.C(O)(C(F)(F)F)=O.O. (6) Given the product [C:1]([O:4][CH:5]1[C:9]2=[N:10][CH:11]=[C:12]([NH:29][C:51]([C:39]3[N:40]=[C:41]([C:43]4[C:48]([F:49])=[CH:47][CH:46]=[CH:45][C:44]=4[F:50])[S:42][C:38]=3[NH:37][C:35]([O:34][C:30]([CH3:33])([CH3:32])[CH3:31])=[O:36])=[O:52])[C:13]([N:14]3[CH2:19][C@H:18]([CH3:20])[CH2:17][C@H:16]([NH:21][C:22]([O:24][C:25]([CH3:28])([CH3:27])[CH3:26])=[O:23])[CH2:15]3)=[C:8]2[CH2:7][CH2:6]1)(=[O:3])[CH3:2], predict the reactants needed to synthesize it. The reactants are: [C:1]([O:4][CH:5]1[C:9]2=[N:10][CH:11]=[C:12]([NH2:29])[C:13]([N:14]3[CH2:19][C@H:18]([CH3:20])[CH2:17][C@H:16]([NH:21][C:22]([O:24][C:25]([CH3:28])([CH3:27])[CH3:26])=[O:23])[CH2:15]3)=[C:8]2[CH2:7][CH2:6]1)(=[O:3])[CH3:2].[C:30]([O:34][C:35]([NH:37][C:38]1[S:42][C:41]([C:43]2[C:48]([F:49])=[CH:47][CH:46]=[CH:45][C:44]=2[F:50])=[N:40][C:39]=1[C:51](O)=[O:52])=[O:36])([CH3:33])([CH3:32])[CH3:31].CN(C(ON1N=NC2C=CC=NC1=2)=[N+](C)C)C.F[P-](F)(F)(F)(F)F.CCN(C(C)C)C(C)C. (7) Given the product [F:19][C:16]1[CH:17]=[CH:18][C:13]([C:9]2[C:8]([C:6]3[CH:5]=[CH:4][NH:3][C:2](=[O:21])[CH:7]=3)=[CH:12][NH:11][N:10]=2)=[CH:14][CH:15]=1, predict the reactants needed to synthesize it. The reactants are: F[C:2]1[CH:7]=[C:6]([C:8]2[C:9]([C:13]3[CH:18]=[CH:17][C:16]([F:19])=[CH:15][CH:14]=3)=[N:10][NH:11][CH:12]=2)[CH:5]=[CH:4][N:3]=1.C([O-])(O)=[O:21].[Na+].O. (8) Given the product [OH:28][CH:27]([CH2:26][O:25][C:24]1[CH:30]=[CH:31][CH:32]=[CH:33][C:23]=1[CH3:22])[CH2:29][N:1]1[CH2:2][CH2:3][C:4]2([O:11][C:10]3[C:12]4[C:17]([C:18](=[O:21])[C:19](=[O:20])[C:9]=3[S:8][CH2:7]2)=[CH:16][CH:15]=[CH:14][CH:13]=4)[CH2:5][CH2:6]1, predict the reactants needed to synthesize it. The reactants are: [NH:1]1[CH2:6][CH2:5][C:4]2([O:11][C:10]3[C:12]4[C:17]([C:18](=[O:21])[C:19](=[O:20])[C:9]=3[S:8][CH2:7]2)=[CH:16][CH:15]=[CH:14][CH:13]=4)[CH2:3][CH2:2]1.[CH3:22][C:23]1[CH:33]=[CH:32][CH:31]=[CH:30][C:24]=1[O:25][CH2:26][CH:27]1[CH2:29][O:28]1. (9) Given the product [CH:43]1([C:41]([NH:40][C:38]2[N:39]=[C:34]3[CH:33]=[CH:32][C:31]([O:30][C:29]4[CH:28]=[C:27]([NH:26][C:7]([C:5]5[N:4]([CH2:10][C:11]([F:14])([F:13])[F:12])[N:3]=[C:2]([CH3:1])[CH:6]=5)=[O:9])[CH:48]=[CH:47][CH:46]=4)=[CH:36][N:35]3[N:37]=2)=[O:42])[CH2:44][CH2:45]1, predict the reactants needed to synthesize it. The reactants are: [CH3:1][C:2]1[CH:6]=[C:5]([C:7]([OH:9])=O)[N:4]([CH2:10][C:11]([F:14])([F:13])[F:12])[N:3]=1.O1CCCC1.C(Cl)(=O)C(Cl)=O.[NH2:26][C:27]1[CH:28]=[C:29]([CH:46]=[CH:47][CH:48]=1)[O:30][C:31]1[CH:32]=[CH:33][C:34]2[N:35]([N:37]=[C:38]([NH:40][C:41]([CH:43]3[CH2:45][CH2:44]3)=[O:42])[N:39]=2)[CH:36]=1. (10) Given the product [Cl:3][C:4]1[C:12]2[C:7](=[N:8][CH:9]=[CH:10][C:11]=2[O:13][C:14]2[C:19]([F:20])=[CH:18][C:17]([NH2:21])=[CH:16][C:15]=2[F:28])[NH:6][CH:5]=1, predict the reactants needed to synthesize it. The reactants are: [OH-].[Na+].[Cl:3][C:4]1[C:12]2[C:7](=[N:8][CH:9]=[CH:10][C:11]=2[O:13][C:14]2[C:19]([F:20])=[CH:18][C:17]([NH:21]C(=O)C(F)(F)F)=[CH:16][C:15]=2[F:28])[NH:6][CH:5]=1.